From a dataset of Full USPTO retrosynthesis dataset with 1.9M reactions from patents (1976-2016). Predict the reactants needed to synthesize the given product. Given the product [Cl:1][C:2]1[CH:7]=[C:6]([Cl:8])[CH:5]=[CH:4][C:3]=1[N:9]1[C:13]([C:14]2[S:15][C:16]([CH2:19][CH2:20][CH2:21][CH2:22][CH3:23])=[CH:17][CH:18]=2)=[C:12]([CH3:24])[C:11]([C:25]2[N:26]([CH3:33])[C:27]([CH3:32])([CH3:31])[C:28](=[O:30])[N:29]=2)=[N:10]1, predict the reactants needed to synthesize it. The reactants are: [Cl:1][C:2]1[CH:7]=[C:6]([Cl:8])[CH:5]=[CH:4][C:3]=1[N:9]1[C:13]([C:14]2[S:15][C:16]([CH:19]=[CH:20][CH2:21][CH2:22][CH3:23])=[CH:17][CH:18]=2)=[C:12]([CH3:24])[C:11]([C:25]2[N:26]([CH3:33])[C:27]([CH3:32])([CH3:31])[C:28](=[O:30])[N:29]=2)=[N:10]1.